From a dataset of NCI-60 drug combinations with 297,098 pairs across 59 cell lines. Regression. Given two drug SMILES strings and cell line genomic features, predict the synergy score measuring deviation from expected non-interaction effect. Drug 1: C1=CC=C(C(=C1)C(C2=CC=C(C=C2)Cl)C(Cl)Cl)Cl. Drug 2: C1CN(P(=O)(OC1)NCCCl)CCCl. Cell line: KM12. Synergy scores: CSS=6.24, Synergy_ZIP=-0.420, Synergy_Bliss=0.967, Synergy_Loewe=1.86, Synergy_HSA=0.810.